This data is from Peptide-MHC class I binding affinity with 185,985 pairs from IEDB/IMGT. The task is: Regression. Given a peptide amino acid sequence and an MHC pseudo amino acid sequence, predict their binding affinity value. This is MHC class I binding data. (1) The peptide sequence is KLGEGFKSL. The binding affinity (normalized) is 0.0847. The MHC is HLA-B39:01 with pseudo-sequence HLA-B39:01. (2) The peptide sequence is KMLTFDVFR. The MHC is HLA-A33:01 with pseudo-sequence HLA-A33:01. The binding affinity (normalized) is 0.455. (3) The peptide sequence is KSLGIDQIW. The MHC is HLA-B07:02 with pseudo-sequence HLA-B07:02. The binding affinity (normalized) is 0.0847. (4) The peptide sequence is KIGEVIGPK. The MHC is HLA-A03:01 with pseudo-sequence HLA-A03:01. The binding affinity (normalized) is 0.324. (5) The peptide sequence is SVVVHTKMTK. The MHC is HLA-A33:01 with pseudo-sequence HLA-A33:01. The binding affinity (normalized) is 0.0258. (6) The peptide sequence is GSCVTTMAK. The MHC is HLA-A11:01 with pseudo-sequence HLA-A11:01. The binding affinity (normalized) is 0.561. (7) The peptide sequence is RVLKMVEPW. The MHC is HLA-B58:01 with pseudo-sequence HLA-B58:01. The binding affinity (normalized) is 0.992. (8) The peptide sequence is LTFGWCFKL. The MHC is HLA-A33:01 with pseudo-sequence HLA-A33:01. The binding affinity (normalized) is 0.510. (9) The peptide sequence is RGSWATSSF. The MHC is HLA-B15:03 with pseudo-sequence HLA-B15:03. The binding affinity (normalized) is 0.777.